This data is from Catalyst prediction with 721,799 reactions and 888 catalyst types from USPTO. The task is: Predict which catalyst facilitates the given reaction. (1) Reactant: [NH:1]1[CH:5]=[CH:4][N:3]=[CH:2]1.[C:6](=O)(O)[O-].[Na+].[OH2:11].[C:12](OC(=O)C)(=[O:14])[CH3:13]. Product: [C:2]([NH:3]/[CH:4]=[CH:5]\[NH:1][C:12](=[O:14])[CH3:13])(=[O:11])[CH3:6]. The catalyst class is: 13. (2) Reactant: [F:1][C:2]1[CH:10]=[CH:9][C:5]([CH2:6][C:7]#[N:8])=[CH:4][CH:3]=1.Br[C:12]1[CH:17]=[C:16]([CH3:18])[CH:15]=[CH:14][N:13]=1.C1(C)C=CC(S([O-])=O)=CC=1.[Na+].[H-].[Na+]. Product: [C:7]([CH:6]([C:12]1[CH:17]=[C:16]([CH3:18])[CH:15]=[CH:14][N:13]=1)[C:5]1[CH:9]=[CH:10][C:2]([F:1])=[CH:3][CH:4]=1)#[N:8]. The catalyst class is: 1. (3) Reactant: [CH3:1][O:2][C:3]1[CH:4]=[C:5]([Mg]Br)[CH:6]=[CH:7][C:8]=1[O:9][CH3:10].[C:13]1(=[O:23])[O:18][C:16](=[O:17])[C@H:15]2[CH2:19][CH:20]=[CH:21][CH2:22][C@@H:14]12.[NH4+].[Cl-].Cl. Product: [CH3:1][O:2][C:3]1[CH:4]=[C:5]([CH:6]=[CH:7][C:8]=1[O:9][CH3:10])[C:13]([CH:14]1[CH:15]([C:16]([OH:18])=[O:17])[CH2:19][CH:20]=[CH:21][CH2:22]1)=[O:23]. The catalyst class is: 76. (4) Product: [CH3:24][O:23][C:20]1[CH:21]=[CH:22][C:17]([CH2:16][O:15][C:4]2[CH:5]=[CH:6][C:7]3[N:8]=[CH:9][C:10](=[O:11])[NH:1][C:2]=3[N:3]=2)=[CH:18][CH:19]=1. Reactant: [NH2:1][C:2]1[C:7]([NH:8][CH2:9][C:10](OCC)=[O:11])=[CH:6][CH:5]=[C:4]([O:15][CH2:16][C:17]2[CH:22]=[CH:21][C:20]([O:23][CH3:24])=[CH:19][CH:18]=2)[N:3]=1. The catalyst class is: 661. (5) Reactant: Cl.[CH3:2][O:3][C:4]([C:6]1[CH:7]=[C:8]2[C:13](=[C:14]([CH:16]3[CH2:20][CH2:19][CH2:18][N:17]3C(OC(C)(C)C)=O)[CH:15]=1)[O:12][C:11]([N:28]1[CH2:33][CH2:32][O:31][C@H:30]([CH3:34])[CH2:29]1)=[CH:10][C:9]2=[O:35])=[O:5]. Product: [CH3:34][C@@H:30]1[CH2:29][N:28]([C:11]2[O:12][C:13]3[C:8]([C:9](=[O:35])[CH:10]=2)=[CH:7][C:6]([C:4]([O:3][CH3:2])=[O:5])=[CH:15][C:14]=3[CH:16]2[CH2:20][CH2:19][CH2:18][NH:17]2)[CH2:33][CH2:32][O:31]1. The catalyst class is: 2. (6) Reactant: [O:1]1[C:6]2[CH:7]=[CH:8][C:9]([NH2:11])=[CH:10][C:5]=2[O:4][CH2:3][CH2:2]1.B(Cl)(Cl)Cl.[Cl:16][CH2:17][C:18]#N.[Cl-].[Ga+3].[Cl-].[Cl-].[OH2:24]. Product: [NH2:11][C:9]1[C:8]([C:18](=[O:24])[CH2:17][Cl:16])=[CH:7][C:6]2[O:1][CH2:2][CH2:3][O:4][C:5]=2[CH:10]=1. The catalyst class is: 4. (7) Reactant: Br[C:2]1[C:6]([C:7]2[CH:12]=[CH:11][N:10]=[CH:9][CH:8]=2)=[C:5]([C:13]2[CH:18]=[CH:17][C:16]([F:19])=[CH:15][CH:14]=2)[NH:4][N:3]=1.C([Li])CCC.CCCCCC.[CH2:31]1[CH:39]2[N:34]([CH2:35][CH2:36][C:37](=[O:40])[CH2:38]2)[CH2:33][CH2:32]1.C(=O)([O-])O.[Na+]. Product: [F:19][C:16]1[CH:17]=[CH:18][C:13]([C:5]2[NH:4][N:3]=[C:2]([C:37]3([OH:40])[CH2:38][CH:39]4[N:34]([CH2:33][CH2:32][CH2:31]4)[CH2:35][CH2:36]3)[C:6]=2[C:7]2[CH:12]=[CH:11][N:10]=[CH:9][CH:8]=2)=[CH:14][CH:15]=1. The catalyst class is: 7.